This data is from Full USPTO retrosynthesis dataset with 1.9M reactions from patents (1976-2016). The task is: Predict the reactants needed to synthesize the given product. Given the product [CH2:1]([O:8][C:9](=[O:10])[NH:11][C@H:12]1[CH2:15][C@@H:14]([CH2:16][OH:17])[CH2:13]1)[C:2]1[CH:3]=[CH:4][CH:5]=[CH:6][CH:7]=1, predict the reactants needed to synthesize it. The reactants are: [CH2:1]([O:8][C:9]([NH:11][CH:12]1[CH2:15][CH:14]([CH2:16][O:17]C(=O)C2C=CC=CC=2)[CH2:13]1)=[O:10])[C:2]1[CH:7]=[CH:6][CH:5]=[CH:4][CH:3]=1.[OH-].[Li+].